Task: Predict the product of the given reaction.. Dataset: Forward reaction prediction with 1.9M reactions from USPTO patents (1976-2016) (1) Given the reactants [CH3:1][O:2][CH2:3][C:4]1[C:5]([N+:13]([O-:15])=[O:14])=[C:6]([CH2:10][CH:11]=O)[CH:7]=[CH:8][CH:9]=1.C([O-])(=O)C.[Na+].Cl.[NH2:22][OH:23], predict the reaction product. The product is: [CH3:1][O:2][CH2:3][C:4]1[C:5]([N+:13]([O-:15])=[O:14])=[C:6]([CH2:10][CH:11]=[N:22][OH:23])[CH:7]=[CH:8][CH:9]=1. (2) Given the reactants C(O[BH-](OC(=O)C)OC(=O)C)(=O)C.[Na+].COC1C=CC([C@@H:23]([NH:25][C@@H:26]2[C:35]3[N:34]=[CH:33][CH:32]=[CH:31][C:30]=3[CH2:29][CH2:28][CH2:27]2)C)=CC=1.C=O.FC(F)(F)C(O)=O.[C:45]([OH:50])(=[O:49])[C:46]([OH:48])=[O:47], predict the reaction product. The product is: [C:45]([OH:50])(=[O:49])[C:46]([OH:48])=[O:47].[CH3:23][NH:25][C@@H:26]1[C:35]2[N:34]=[CH:33][CH:32]=[CH:31][C:30]=2[CH2:29][CH2:28][CH2:27]1. (3) The product is: [CH3:1][C:2]([CH2:3][CH3:4])=[C:6]([C:7]1[CH:12]=[CH:11][CH:10]=[CH:9][CH:8]=1)[C:13]#[N:14]. Given the reactants [CH3:1][C:2](=O)[CH2:3][CH3:4].[CH2:6]([C:13]#[N:14])[C:7]1[CH:12]=[CH:11][CH:10]=[CH:9][CH:8]=1.C[O-].[Na+], predict the reaction product. (4) Given the reactants [OH:1][C@H:2]1[CH2:7][CH2:6][C@H:5]([C:8](OCC)=[O:9])[C@@H:4]([C:13](OCC)=[O:14])[C@@H:3]1[C:18]1[CH:23]=[CH:22][CH:21]=[CH:20][C:19]=1[CH3:24].[Li+].[BH4-], predict the reaction product. The product is: [OH:14][CH2:13][C@@H:4]1[C@@H:5]([CH2:8][OH:9])[CH2:6][CH2:7][C@H:2]([OH:1])[C@H:3]1[C:18]1[CH:23]=[CH:22][CH:21]=[CH:20][C:19]=1[CH3:24]. (5) Given the reactants FC(F)(F)C(O)=O.[NH:8]1[CH2:12][CH2:11][CH:10]([S:13]([C:16]2[CH:21]=[CH:20][C:19]([OH:22])=[CH:18][CH:17]=2)(=[O:15])=[O:14])[CH2:9]1.[C:23]1([CH2:29][CH2:30][CH2:31][CH:32]=O)[CH:28]=[CH:27][CH:26]=[CH:25][CH:24]=1.C(N(CC)CC)C.C(O[BH-](OC(=O)C)OC(=O)C)(=O)C.[Na+].[ClH:55].CCOCC, predict the reaction product. The product is: [ClH:55].[C:23]1([CH2:29][CH2:30][CH2:31][CH2:32][N:8]2[CH2:12][CH2:11][CH:10]([S:13]([C:16]3[CH:21]=[CH:20][C:19]([OH:22])=[CH:18][CH:17]=3)(=[O:15])=[O:14])[CH2:9]2)[CH:28]=[CH:27][CH:26]=[CH:25][CH:24]=1. (6) Given the reactants [CH3:1][C:2]1[C:3]([Se:16][C:17]#[C:18][C:19]2[CH:28]=[CH:27][C:22]([C:23]([O:25]C)=[O:24])=[CH:21][CH:20]=2)=[CH:4][C:5]2[C:6]([CH3:15])([CH3:14])[CH2:7][CH2:8][C:9]([CH3:13])([CH3:12])[C:10]=2[CH:11]=1.CCCCCCC, predict the reaction product. The product is: [CH3:1][C:2]1[C:3]([Se:16][C:17]#[C:18][C:19]2[CH:20]=[CH:21][C:22]([C:23]([OH:25])=[O:24])=[CH:27][CH:28]=2)=[CH:4][C:5]2[C:6]([CH3:15])([CH3:14])[CH2:7][CH2:8][C:9]([CH3:12])([CH3:13])[C:10]=2[CH:11]=1.